From a dataset of Catalyst prediction with 721,799 reactions and 888 catalyst types from USPTO. Predict which catalyst facilitates the given reaction. The catalyst class is: 36. Reactant: C[O:2][C:3]([C:5]1[CH:6]=[CH:7][C:8]2[C:17]3[C:12](=[CH:13][C:14]([Br:18])=[CH:15][CH:16]=3)[O:11][CH2:10][C:9]=2[CH:19]=1)=[O:4].[OH-].[Na+].Cl. Product: [Br:18][C:14]1[CH:13]=[C:12]2[C:17]([C:8]3[CH:7]=[CH:6][C:5]([C:3]([OH:4])=[O:2])=[CH:19][C:9]=3[CH2:10][O:11]2)=[CH:16][CH:15]=1.